Dataset: Forward reaction prediction with 1.9M reactions from USPTO patents (1976-2016). Task: Predict the product of the given reaction. (1) Given the reactants [NH2:1][C:2]1[CH:3]=[C:4]([N:8]([CH2:16][C:17]2[CH:22]=[CH:21][CH:20]=[C:19]([O:23][C:24]([F:29])([F:28])[CH:25]([F:27])[F:26])[CH:18]=2)[CH2:9][CH:10]([OH:15])[C:11]([F:14])([F:13])[F:12])[CH:5]=[CH:6][CH:7]=1.C(N(CC)CC)C.[F:37][C:38]1[CH:43]=[CH:42][C:41]([S:44](Cl)(=[O:46])=[O:45])=[CH:40][CH:39]=1, predict the reaction product. The product is: [F:37][C:38]1[CH:43]=[CH:42][C:41]([S:44]([NH:1][C:2]2[CH:7]=[CH:6][CH:5]=[C:4]([N:8]([CH2:16][C:17]3[CH:22]=[CH:21][CH:20]=[C:19]([O:23][C:24]([F:28])([F:29])[CH:25]([F:26])[F:27])[CH:18]=3)[CH2:9][CH:10]([OH:15])[C:11]([F:14])([F:13])[F:12])[CH:3]=2)(=[O:46])=[O:45])=[CH:40][CH:39]=1. (2) Given the reactants [C:1]1([CH3:11])[CH:6]=[CH:5][C:4]([S:7](Cl)(=[O:9])=[O:8])=[CH:3][CH:2]=1.[OH:12][CH2:13][C:14]1([CH3:20])[CH2:18][O:17][C:16](=[O:19])[NH:15]1, predict the reaction product. The product is: [CH3:11][C:1]1[CH:6]=[CH:5][C:4]([S:7]([O:12][CH2:13][C:14]2([CH3:20])[CH2:18][O:17][C:16](=[O:19])[NH:15]2)(=[O:9])=[O:8])=[CH:3][CH:2]=1.